The task is: Predict which catalyst facilitates the given reaction.. This data is from Catalyst prediction with 721,799 reactions and 888 catalyst types from USPTO. Reactant: C([Sn]([C:14]1[S:15][CH:16]=[CH:17][CH:18]=1)(CCCC)CCCC)CCC.Cl[C:20]1[CH:25]=[C:24](Cl)[N:23]=[CH:22][N:21]=1. Product: [S:15]1[CH:16]=[CH:17][CH:18]=[C:14]1[C:20]1[CH:25]=[C:24]([C:14]2[S:15][CH:16]=[CH:17][CH:18]=2)[N:23]=[CH:22][N:21]=1. The catalyst class is: 109.